From a dataset of Reaction yield outcomes from USPTO patents with 853,638 reactions. Predict the reaction yield, written as a fraction of the theoretical maximum amount of product (1.0 means a 100% yield; for example, 0.34 means a 34% yield). (1) The reactants are [CH3:1][Si:2]([CH3:40])([CH3:39])[CH2:3][CH2:4][O:5][CH2:6][N:7]([CH2:31][O:32][CH2:33][CH2:34][Si:35]([CH3:38])([CH3:37])[CH3:36])[C:8]1[N:13]2[N:14]=[CH:15][C:16](I)=[C:12]2[N:11]=[C:10]([CH:18]2[CH2:23][CH2:22][N:21]([C:24]([O:26][C:27]([CH3:30])([CH3:29])[CH3:28])=[O:25])[CH2:20][CH2:19]2)[CH:9]=1.CC1(C)C(C)(C)OB([C:49]2[CH:50]=[CH:51][C:52]([N:55]3[CH:59]=[N:58][CH:57]=[N:56]3)=[N:53][CH:54]=2)O1.C(Cl)Cl.C([O-])([O-])=O.[Na+].[Na+]. The catalyst is C1C=CC(P(C2C=CC=CC=2)[C-]2C=CC=C2)=CC=1.C1C=CC(P(C2C=CC=CC=2)[C-]2C=CC=C2)=CC=1.Cl[Pd]Cl.[Fe+2].COCCOC. The product is [N:55]1([C:52]2[N:53]=[CH:54][C:49]([C:16]3[CH:15]=[N:14][N:13]4[C:8]([N:7]([CH2:31][O:32][CH2:33][CH2:34][Si:35]([CH3:38])([CH3:37])[CH3:36])[CH2:6][O:5][CH2:4][CH2:3][Si:2]([CH3:40])([CH3:39])[CH3:1])=[CH:9][C:10]([CH:18]5[CH2:23][CH2:22][N:21]([C:24]([O:26][C:27]([CH3:30])([CH3:29])[CH3:28])=[O:25])[CH2:20][CH2:19]5)=[N:11][C:12]=34)=[CH:50][CH:51]=2)[CH:59]=[N:58][CH:57]=[N:56]1. The yield is 0.640. (2) The yield is 0.630. The reactants are [OH:1][C@@:2]1([C:9]#[C:10][C:11]2[CH:12]=[C:13]([C:17]3[N:22]=[C:21]([C:23](OCC)=[O:24])[CH:20]=[C:19]([C:28]4[CH:33]=[N:32][CH:31]=[CH:30][N:29]=4)[CH:18]=3)[CH:14]=[CH:15][CH:16]=2)[CH2:6][CH2:5][N:4]([CH3:7])[C:3]1=[O:8].[NH3:34]. No catalyst specified. The product is [OH:1][C@@:2]1([C:9]#[C:10][C:11]2[CH:12]=[C:13]([C:17]3[N:22]=[C:21]([C:23]([NH2:34])=[O:24])[CH:20]=[C:19]([C:28]4[CH:33]=[N:32][CH:31]=[CH:30][N:29]=4)[CH:18]=3)[CH:14]=[CH:15][CH:16]=2)[CH2:6][CH2:5][N:4]([CH3:7])[C:3]1=[O:8].